Predict the product of the given reaction. From a dataset of Forward reaction prediction with 1.9M reactions from USPTO patents (1976-2016). (1) Given the reactants [N:1]1[CH:6]=[C:5](B(O)O)[CH:4]=[N:3][CH:2]=1.CC(OC([N:17]1[C:25]2[N:24]=[CH:23][N:22]=[C:21]([N:26]3[CH2:31][CH2:30][C:29]4([C:35]5=[N:36][C:37]6[C:42](OS(C(F)(F)F)(=O)=O)=[CH:41][CH:40]=[CH:39][C:38]=6[N:34]5C(=O)[N:32]4C(OC(C)(C)C)=O)[CH2:28][CH2:27]3)[C:20]=2[CH:19]=[CH:18]1)=O)(C)C.C(=O)([O-])[O-].[Na+].[Na+].[OH-].[Na+], predict the reaction product. The product is: [N:1]1[CH:6]=[C:5]([C:42]2[C:37]3[N:36]=[C:35]([C:29]4([NH2:32])[CH2:30][CH2:31][N:26]([C:21]5[C:20]6[CH:19]=[CH:18][NH:17][C:25]=6[N:24]=[CH:23][N:22]=5)[CH2:27][CH2:28]4)[NH:34][C:38]=3[CH:39]=[CH:40][CH:41]=2)[CH:4]=[N:3][CH:2]=1. (2) Given the reactants Cl.[F:2][C:3]1[CH:4]=[CH:5][CH:6]=[C:7]2[C:12]=1[NH:11][C:10](=[O:13])[C:9]([CH:14]1[CH2:19][CH2:18][NH:17][CH2:16][CH2:15]1)=[CH:8]2.[Cl:20][C:21]1[C:29]2[NH:28][N:27]=[CH:26][C:25]=2[C:24]2[CH2:30][N:31]([CH2:56][C:57]([CH3:60])([CH3:59])[CH3:58])[C:32](=[O:55])[C@H:33]([CH2:35][C:36](=[O:54])N3CCC(N4CC5C(=CC=CC=5)NC4=O)CC3)[CH2:34][C:23]=2[CH:22]=1, predict the reaction product. The product is: [Cl:20][C:21]1[C:29]2[NH:28][N:27]=[CH:26][C:25]=2[C:24]2[CH2:30][N:31]([CH2:56][C:57]([CH3:60])([CH3:59])[CH3:58])[C:32](=[O:55])[C@H:33]([CH2:35][C:36]([N:17]3[CH2:18][CH2:19][CH:14]([C:9]4[C:10](=[O:13])[NH:11][C:12]5[C:7]([CH:8]=4)=[CH:6][CH:5]=[CH:4][C:3]=5[F:2])[CH2:15][CH2:16]3)=[O:54])[CH2:34][C:23]=2[CH:22]=1. (3) Given the reactants Br[C:2]1[CH:7]=[CH:6][C:5]([N:8]2[CH:12]=[C:11]([CH3:13])[N:10]=[CH:9]2)=[C:4]([O:14][CH3:15])[CH:3]=1.[C:16]1([CH:22]([N:24]2[CH:28]=[N:27][C:26]([NH2:29])=[N:25]2)[CH3:23])[CH:21]=[CH:20][CH:19]=[CH:18][CH:17]=1, predict the reaction product. The product is: [CH3:15][O:14][C:4]1[CH:3]=[C:2]([NH:29][C:26]2[N:27]=[CH:28][N:24]([CH:22]([C:16]3[CH:21]=[CH:20][CH:19]=[CH:18][CH:17]=3)[CH3:23])[N:25]=2)[CH:7]=[CH:6][C:5]=1[N:8]1[CH:12]=[C:11]([CH3:13])[N:10]=[CH:9]1.